From a dataset of Forward reaction prediction with 1.9M reactions from USPTO patents (1976-2016). Predict the product of the given reaction. (1) Given the reactants [CH2:1]([C:3]1[C:11]([CH3:12])=[C:10]2[C:6]([C:7](=[O:13])[O:8][CH2:9]2)=[C:5]([O:14][CH2:15][CH2:16][Si:17]([CH3:20])([CH3:19])[CH3:18])[C:4]=1[CH2:21][CH:22]=[C:23]([CH3:26])[CH:24]=[O:25])[CH3:2].[BH4-].[Li+], predict the reaction product. The product is: [CH2:1]([C:3]1[C:11]([CH3:12])=[C:10]2[C:6](=[C:5]([O:14][CH2:15][CH2:16][Si:17]([CH3:18])([CH3:19])[CH3:20])[C:4]=1[CH2:21][CH:22]=[C:23]([CH3:26])[CH2:24][OH:25])[C:7](=[O:13])[O:8][CH2:9]2)[CH3:2]. (2) Given the reactants [NH2:1][C:2]1[CH:3]=[CH:4][C:5]([O:12][CH:13]([C:20]2[CH:25]=[CH:24][C:23]([F:26])=[CH:22][CH:21]=2)[C:14]2[CH:19]=[CH:18][CH:17]=[CH:16][CH:15]=2)=[C:6]([CH:11]=1)[C:7]([O:9][CH3:10])=[O:8].[CH3:27][O:28][C:29]1[CH:30]=[C:31]([N:37]=[C:38]=[O:39])[CH:32]=[CH:33][C:34]=1[O:35][CH3:36], predict the reaction product. The product is: [CH3:27][O:28][C:29]1[CH:30]=[C:31]([NH:37][C:38]([NH:1][C:2]2[CH:3]=[CH:4][C:5]([O:12][CH:13]([C:20]3[CH:21]=[CH:22][C:23]([F:26])=[CH:24][CH:25]=3)[C:14]3[CH:19]=[CH:18][CH:17]=[CH:16][CH:15]=3)=[C:6]([CH:11]=2)[C:7]([O:9][CH3:10])=[O:8])=[O:39])[CH:32]=[CH:33][C:34]=1[O:35][CH3:36]. (3) Given the reactants ClCS(O)(=O)=O.[CH2:7]([N:10]1[C:18](=[O:19])[C:17]2[C:12](=[N:13][C:14]([NH:20][C:21]3[CH:26]=[CH:25][C:24]([CH2:27]O)=[CH:23][CH:22]=3)=[N:15][CH:16]=2)[N:11]1[C:29]1[N:34]=[C:33]([N:35]2[CH:40]=[CH:39][CH:38]=[CH:37][C:36]2=[O:41])[CH:32]=[CH:31][CH:30]=1)[CH:8]=[CH2:9].[C:42]([NH2:46])([CH3:45])([CH3:44])[CH3:43].C(=O)([O-])O.[Na+], predict the reaction product. The product is: [CH2:7]([N:10]1[C:18](=[O:19])[C:17]2[C:12](=[N:13][C:14]([NH:20][C:21]3[CH:22]=[CH:23][C:24]([CH2:27][NH:46][C:42]([CH3:45])([CH3:44])[CH3:43])=[CH:25][CH:26]=3)=[N:15][CH:16]=2)[N:11]1[C:29]1[N:34]=[C:33]([N:35]2[CH:40]=[CH:39][CH:38]=[CH:37][C:36]2=[O:41])[CH:32]=[CH:31][CH:30]=1)[CH:8]=[CH2:9]. (4) Given the reactants CC1NC(C2C=C(C=CC=2C)C(O)=O)=C(C)N=1.I[C:19]1[NH:23][C:22]([CH:24]([CH3:26])[CH3:25])=[N:21][C:20]=1[CH3:27].IC1NC(C)=NC=1C.[CH3:36][C:37]1[CH:46]=[C:45]([CH3:47])[C:44](B2OC(C)(C)C(C)(C)O2)=[CH:43][C:38]=1[C:39]([O:41]C)=[O:40].CC1C=CC(C(OC)=O)=CC=1B1OC(C)(C)C(C)(C)O1, predict the reaction product. The product is: [CH:24]([C:22]1[NH:23][C:19]([C:44]2[C:45]([CH3:47])=[CH:46][C:37]([CH3:36])=[C:38]([CH:43]=2)[C:39]([OH:41])=[O:40])=[C:20]([CH3:27])[N:21]=1)([CH3:26])[CH3:25]. (5) Given the reactants C(OC([NH:8][C@H:9]([CH2:12][N:13]([CH3:23])[C:14]([O:16][CH2:17][CH2:18][Si:19]([CH3:22])([CH3:21])[CH3:20])=[O:15])[CH2:10][OH:11])=O)(C)(C)C.C1(C)C=CC(S(O)(=O)=O)=CC=1, predict the reaction product. The product is: [NH2:8][C@@H:9]([CH2:10][OH:11])[CH2:12][N:13]([CH3:23])[C:14](=[O:15])[O:16][CH2:17][CH2:18][Si:19]([CH3:22])([CH3:21])[CH3:20]. (6) Given the reactants [CH:1]([O:5][C:6]1[CH:14]=[CH:13][C:12]([S:15]([CH3:18])(=[O:17])=[O:16])=[CH:11][C:7]=1[C:8]([OH:10])=O)([CH2:3][CH3:4])[CH3:2].Cl.[CH3:20][S:21]([C:24]1[S:28][C:27]([N:29]2[CH2:34][CH2:33][NH:32][CH2:31][CH2:30]2)=[N:26][CH:25]=1)(=[O:23])=[O:22], predict the reaction product. The product is: [CH:1]([O:5][C:6]1[CH:14]=[CH:13][C:12]([S:15]([CH3:18])(=[O:17])=[O:16])=[CH:11][C:7]=1[C:8]([N:32]1[CH2:33][CH2:34][N:29]([C:27]2[S:28][C:24]([S:21]([CH3:20])(=[O:23])=[O:22])=[CH:25][N:26]=2)[CH2:30][CH2:31]1)=[O:10])([CH2:3][CH3:4])[CH3:2]. (7) Given the reactants [CH3:1][S:2]([C:5]1[CH:13]=[CH:12][C:8]([C:9]([OH:11])=O)=[CH:7][CH:6]=1)(=[O:4])=[O:3].C(Cl)(=O)C(Cl)=O.[C:20]1([O:26][CH3:27])[CH:25]=[CH:24][CH:23]=[CH:22][CH:21]=1.[Cl-].[Al+3].[Cl-].[Cl-].Cl, predict the reaction product. The product is: [CH3:27][O:26][C:20]1[CH:25]=[CH:24][C:23]([C:9]([C:8]2[CH:7]=[CH:6][C:5]([S:2]([CH3:1])(=[O:3])=[O:4])=[CH:13][CH:12]=2)=[O:11])=[CH:22][CH:21]=1. (8) Given the reactants Cl[C:2]1[CH:7]=[C:6]([N:8]2[CH:12]=[C:11]([CH3:13])[N:10]=[CH:9]2)[N:5]=[C:4]([NH:14][C@H:15]([C:17]2[CH:22]=[CH:21][C:20]([F:23])=[CH:19][CH:18]=2)[CH3:16])[N:3]=1.[NH2:24][C:25]1[CH:30]=[N:29][CH:28]=[CH:27][N:26]=1.C1(P(C2CCCCC2)C2C=CC=CC=2C2C(C(C)C)=CC(C(C)C)=CC=2C(C)C)CCCCC1.CC(C)([O-])C.[Na+], predict the reaction product. The product is: [F:23][C:20]1[CH:21]=[CH:22][C:17]([C@@H:15]([NH:14][C:4]2[N:3]=[C:2]([NH:24][C:25]3[CH:30]=[N:29][CH:28]=[CH:27][N:26]=3)[CH:7]=[C:6]([N:8]3[CH:12]=[C:11]([CH3:13])[N:10]=[CH:9]3)[N:5]=2)[CH3:16])=[CH:18][CH:19]=1. (9) Given the reactants [CH3:1][N:2]1[CH2:7][CH2:6][N:5]([C:8]2[CH:31]=[CH:30][C:11]([C:12]([NH:14][C:15]3[C:16]4[CH:22]=[C:21]([C:23]([O:25]C(C)(C)C)=[O:24])[S:20][C:17]=4[NH:18][N:19]=3)=[O:13])=[CH:10][CH:9]=2)[CH2:4][CH2:3]1.[ClH:32], predict the reaction product. The product is: [ClH:32].[CH3:1][N:2]1[CH2:3][CH2:4][N:5]([C:8]2[CH:9]=[CH:10][C:11]([C:12]([NH:14][C:15]3[C:16]4[CH:22]=[C:21]([C:23]([OH:25])=[O:24])[S:20][C:17]=4[NH:18][N:19]=3)=[O:13])=[CH:30][CH:31]=2)[CH2:6][CH2:7]1. (10) Given the reactants [CH3:1][S:2]([NH:5][C:6]1[CH:7]=[C:8]([CH:18]=[CH:19][CH:20]=1)[CH2:9][NH:10]C(=O)OC(C)(C)C)(=[O:4])=[O:3].[ClH:21], predict the reaction product. The product is: [ClH:21].[NH2:10][CH2:9][C:8]1[CH:7]=[C:6]([NH:5][S:2]([CH3:1])(=[O:4])=[O:3])[CH:20]=[CH:19][CH:18]=1.